The task is: Binary Classification. Given a drug SMILES string, predict its activity (active/inactive) in a high-throughput screening assay against a specified biological target.. This data is from Cav3 T-type calcium channel HTS with 100,875 compounds. The drug is Clc1c(C(=O)Nc2sc(SCC(=O)N3CCOCC3)nn2)cccc1. The result is 0 (inactive).